From a dataset of Forward reaction prediction with 1.9M reactions from USPTO patents (1976-2016). Predict the product of the given reaction. (1) Given the reactants Cl[C:2]1[C:3]2[C:17]([CH:18]=[O:19])=[C:16]([CH2:20][CH3:21])[NH:15][C:4]=2[N:5]=[C:6]([S:8][C:9]2[CH:10]=[N:11][CH:12]=[CH:13][CH:14]=2)[N:7]=1.[CH3:22][NH:23][CH3:24], predict the reaction product. The product is: [CH3:22][N:23]([CH3:24])[C:2]1[C:3]2[C:17]([CH:18]=[O:19])=[C:16]([CH2:20][CH3:21])[NH:15][C:4]=2[N:5]=[C:6]([S:8][C:9]2[CH:10]=[N:11][CH:12]=[CH:13][CH:14]=2)[N:7]=1. (2) Given the reactants [Cl:1][C:2]1[CH:16]=[C:15]([Cl:17])[CH:14]=[CH:13][C:3]=1[CH:4]([OH:12])[C:5]1[CH:10]=[CH:9][C:8]([Cl:11])=[CH:7][CH:6]=1.C1(C)C=CC(S(O)(=O)=O)=CC=1.[CH:29]([N:42]1[CH2:45][CH:44](O)[CH2:43]1)([C:36]1[CH:41]=[CH:40][CH:39]=[CH:38][CH:37]=1)[C:30]1[CH:35]=[CH:34][CH:33]=[CH:32][CH:31]=1, predict the reaction product. The product is: [CH:29]([N:42]1[CH2:45][CH:44]([O:12][CH:4]([C:5]2[CH:10]=[CH:9][C:8]([Cl:11])=[CH:7][CH:6]=2)[C:3]2[CH:13]=[CH:14][C:15]([Cl:17])=[CH:16][C:2]=2[Cl:1])[CH2:43]1)([C:36]1[CH:37]=[CH:38][CH:39]=[CH:40][CH:41]=1)[C:30]1[CH:31]=[CH:32][CH:33]=[CH:34][CH:35]=1. (3) Given the reactants C[O:2][C:3](=[O:35])[CH2:4][C:5]1[CH:10]=[CH:9][C:8]([O:11][CH3:12])=[C:7]([O:13][C:14]2[CH:19]=[CH:18][C:17]([Br:20])=[CH:16][C:15]=2[CH2:21][N:22]2[C@@H:26]([CH3:27])[C@@H:25]([C:28]3[CH:33]=[CH:32][CH:31]=[CH:30][CH:29]=3)[O:24][C:23]2=[O:34])[CH:6]=1.COC1C=C(B(O)O)C=CC=1, predict the reaction product. The product is: [Br:20][C:17]1[CH:18]=[CH:19][C:14]([O:13][C:7]2[CH:6]=[C:5]([CH2:4][C:3]([OH:35])=[O:2])[CH:10]=[CH:9][C:8]=2[O:11][CH3:12])=[C:15]([CH2:21][N:22]2[C@@H:26]([CH3:27])[C@@H:25]([C:28]3[CH:33]=[CH:32][CH:31]=[CH:30][CH:29]=3)[O:24][C:23]2=[O:34])[CH:16]=1. (4) Given the reactants [C:1]([O:5][C:6]([N:8]1[CH2:12][CH:11]([O:13][C:14]2[C:23]3[C:18](=[CH:19][C:20]([O:24][CH3:25])=[CH:21][CH:22]=3)[CH:17]=[CH:16][N:15]=2)[CH2:10][CH:9]1[C:26](=[O:36])[NH:27][C:28]1([C:33]([OH:35])=O)[CH2:30][CH:29]1[CH2:31][CH3:32])=[O:7])([CH3:4])([CH3:3])[CH3:2].[F:37][C:38]([F:48])([F:47])[C:39]([O:42][S:43](=[O:46])(=[O:45])[NH2:44])([CH3:41])[CH3:40], predict the reaction product. The product is: [C:1]([O:5][C:6]([N:8]1[CH2:12][CH:11]([O:13][C:14]2[C:23]3[C:18](=[CH:19][C:20]([O:24][CH3:25])=[CH:21][CH:22]=3)[CH:17]=[CH:16][N:15]=2)[CH2:10][CH:9]1[C:26](=[O:36])[NH:27][C:28]1([C:33]([NH:44][S:43]([O:42][C:39]([CH3:41])([CH3:40])[C:38]([F:37])([F:48])[F:47])(=[O:45])=[O:46])=[O:35])[CH2:30][CH:29]1[CH2:31][CH3:32])=[O:7])([CH3:3])([CH3:4])[CH3:2]. (5) Given the reactants C(O)C(O)C[O:4][CH2:5][CH:6]([OH:9])[CH2:7][OH:8].[C:12]([OH:31])(=[O:30])[CH2:13][CH2:14][CH2:15][CH2:16][CH2:17][CH2:18][CH2:19][CH2:20][CH2:21][CH2:22][CH2:23][CH2:24][CH2:25][CH2:26][CH:27]([CH3:29])[CH3:28].O, predict the reaction product. The product is: [C:12]([OH:31])(=[O:30])[CH2:13][CH2:14][CH2:15][CH2:16][CH2:17][CH2:18][CH2:19][CH2:20][CH2:21][CH2:22][CH2:23][CH2:24][CH2:25][CH2:26][CH:27]([CH3:28])[CH3:29].[OH:4][CH2:5][CH:6]([CH2:7][OH:8])[OH:9].[OH:4][CH2:5][CH:6]([CH2:7][OH:8])[OH:9].